From a dataset of Reaction yield outcomes from USPTO patents with 853,638 reactions. Predict the reaction yield, written as a fraction of the theoretical maximum amount of product (1.0 means a 100% yield; for example, 0.34 means a 34% yield). (1) The catalyst is O.C(OCC)(=O)C.C1C=CC([P]([Pd]([P](C2C=CC=CC=2)(C2C=CC=CC=2)C2C=CC=CC=2)([P](C2C=CC=CC=2)(C2C=CC=CC=2)C2C=CC=CC=2)[P](C2C=CC=CC=2)(C2C=CC=CC=2)C2C=CC=CC=2)(C2C=CC=CC=2)C2C=CC=CC=2)=CC=1. The reactants are Br[C:2]1[CH:3]=[C:4]2[C:9](=[CH:10][C:11]=1[CH3:12])[N:8]([CH:13]([CH3:15])[CH3:14])[CH2:7][CH2:6][CH2:5]2.[C:16](=[O:19])([O-])[O-].[K+].[K+].CO[CH2:24][CH2:25][O:26][CH3:27]. The yield is 0.790. The product is [CH:13]([N:8]1[C:9]2[C:4](=[CH:3][C:2]([C:3]3[CH:2]=[C:11]([CH:10]=[CH:24][C:25]=3[O:26][CH3:27])[CH:16]=[O:19])=[C:11]([CH3:12])[CH:10]=2)[CH2:5][CH2:6][CH2:7]1)([CH3:15])[CH3:14]. (2) The reactants are [CH3:1][C@H:2]1[CH2:7][NH:6][CH2:5][C@@H:4]([CH3:8])[NH:3]1.Cl[C:10]1[N:11]=[CH:12][C:13]([C:16]([NH:18][C:19]2[NH:20][N:21]=[C:22]([CH2:24][CH2:25][C:26]3[CH:31]=[C:30]([O:32][CH3:33])[CH:29]=[C:28]([O:34][CH3:35])[CH:27]=3)[CH:23]=2)=[O:17])=[N:14][CH:15]=1. The catalyst is CS(C)=O. The product is [CH3:33][O:32][C:30]1[CH:31]=[C:26]([CH2:25][CH2:24][C:22]2[CH:23]=[C:19]([NH:18][C:16]([C:13]3[CH:12]=[N:11][C:10]([N:6]4[CH2:5][C@H:4]([CH3:8])[NH:3][C@H:2]([CH3:1])[CH2:7]4)=[CH:15][N:14]=3)=[O:17])[NH:20][N:21]=2)[CH:27]=[C:28]([O:34][CH3:35])[CH:29]=1. The yield is 0.350.